The task is: Predict the product of the given reaction.. This data is from Forward reaction prediction with 1.9M reactions from USPTO patents (1976-2016). (1) Given the reactants [N:1]([CH2:4][C@@H:5]1[CH2:8][C@H:7]([C:9]2[N:13]3[CH:14]=[CH:15][N:16]=[C:17]([NH2:18])[C:12]3=[C:11]([C:19]3[CH:24]=[CH:23][CH:22]=[C:21]([O:25][CH2:26][C:27]4[CH:32]=[CH:31][CH:30]=[CH:29][CH:28]=4)[CH:20]=3)[N:10]=2)[CH2:6]1)=[N+]=[N-], predict the reaction product. The product is: [NH2:1][CH2:4][C@@H:5]1[CH2:6][C@H:7]([C:9]2[N:13]3[CH:14]=[CH:15][N:16]=[C:17]([NH2:18])[C:12]3=[C:11]([C:19]3[CH:24]=[CH:23][CH:22]=[C:21]([O:25][CH2:26][C:27]4[CH:32]=[CH:31][CH:30]=[CH:29][CH:28]=4)[CH:20]=3)[N:10]=2)[CH2:8]1. (2) Given the reactants [NH2:1][C:2]1[CH:3]=[N:4][N:5]([CH3:22])[C:6]=1[N:7]1[CH2:12][CH2:11][N:10](C(OC(C)(C)C)=O)[CH2:9][C@@H:8]1[CH2:20][CH3:21].C(OC([NH:30][C:31]1[S:35][C:34]([C:36]2[C:41]([F:42])=[CH:40][CH:39]=[CH:38][C:37]=2[F:43])=[N:33][C:32]=1[C:44](O)=[O:45])=O)(C)(C)C, predict the reaction product. The product is: [NH2:30][C:31]1[S:35][C:34]([C:36]2[C:41]([F:42])=[CH:40][CH:39]=[CH:38][C:37]=2[F:43])=[N:33][C:32]=1[C:44]([NH:1][C:2]1[CH:3]=[N:4][N:5]([CH3:22])[C:6]=1[N:7]1[CH2:12][CH2:11][NH:10][CH2:9][C@@H:8]1[CH2:20][CH3:21])=[O:45]. (3) The product is: [BrH:1].[F:15][C:10]1[CH:9]=[C:8]2[C:13]([CH:14]=[C:5]([C:3]3[N:17]=[C:18]4[N:23]=[CH:22][CH:21]=[CH:20][N:19]4[CH:2]=3)[C:6](=[O:16])[O:7]2)=[CH:12][CH:11]=1. Given the reactants [Br:1][CH2:2][C:3]([C:5]1[C:6](=[O:16])[O:7][C:8]2[C:13]([CH:14]=1)=[CH:12][CH:11]=[C:10]([F:15])[CH:9]=2)=O.[NH2:17][C:18]1[N:23]=[CH:22][CH:21]=[CH:20][N:19]=1, predict the reaction product. (4) Given the reactants [Br:1]Br.[CH2:3]([C:10]1[N:15]([CH3:16])[C:14](=[O:17])[CH:13]=[CH:12][N:11]=1)[C:4]1[CH:9]=[CH:8][CH:7]=[CH:6][CH:5]=1.C([O-])(O)=O.[Na+], predict the reaction product. The product is: [CH2:3]([C:10]1[N:15]([CH3:16])[C:14](=[O:17])[C:13]([Br:1])=[CH:12][N:11]=1)[C:4]1[CH:5]=[CH:6][CH:7]=[CH:8][CH:9]=1. (5) The product is: [CH2:27]([O:26][C:25]([NH:24][C:20]1[C:19]([F:35])=[C:18]([C:3]2[C:4]3[C:12]4[C:7](=[CH:8][C:9]([O:13][CH2:14][CH2:15][O:16][CH3:17])=[CH:10][CH:11]=4)[NH:6][C:5]=3[C:37]([C:38]([O:40][CH2:41][CH3:42])=[O:39])=[N:1][CH:2]=2)[CH:23]=[CH:22][CH:21]=1)=[O:34])[C:28]1[CH:33]=[CH:32][CH:31]=[CH:30][CH:29]=1. Given the reactants [NH2:1][CH2:2][CH:3]([C:18]1[C:19]([F:35])=[C:20]([NH:24][C:25](=[O:34])[O:26][CH2:27][C:28]2[CH:33]=[CH:32][CH:31]=[CH:30][CH:29]=2)[CH:21]=[CH:22][CH:23]=1)[C:4]1[C:12]2[C:7](=[CH:8][C:9]([O:13][CH2:14][CH2:15][O:16][CH3:17])=[CH:10][CH:11]=2)[NH:6][CH:5]=1.O=[CH:37][C:38]([O:40][CH2:41][CH3:42])=[O:39].Cl.O1CCOCC1, predict the reaction product.